This data is from Full USPTO retrosynthesis dataset with 1.9M reactions from patents (1976-2016). The task is: Predict the reactants needed to synthesize the given product. (1) Given the product [Cl:21][C:22]1[CH:27]=[CH:26][C:25]([NH:28][C:29]([NH:11][C:10]2[CH:12]=[CH:13][CH:14]=[C:8]([C:6]3[C:5]([C:15]4[CH:16]=[CH:17][N:18]=[CH:19][CH:20]=4)=[N:4][N:3]([CH2:1][CH3:2])[CH:7]=3)[CH:9]=2)=[O:30])=[CH:24][C:23]=1[C:31]([F:32])([F:33])[F:34], predict the reactants needed to synthesize it. The reactants are: [CH2:1]([N:3]1[CH:7]=[C:6]([C:8]2[CH:9]=[C:10]([CH:12]=[CH:13][CH:14]=2)[NH2:11])[C:5]([C:15]2[CH:20]=[CH:19][N:18]=[CH:17][CH:16]=2)=[N:4]1)[CH3:2].[Cl:21][C:22]1[CH:27]=[CH:26][C:25]([N:28]=[C:29]=[O:30])=[CH:24][C:23]=1[C:31]([F:34])([F:33])[F:32]. (2) The reactants are: Cl[C:2]1[N:7]=[C:6]2[S:8][C:9]([C:11]([NH:13][C:14]3[CH:19]=[C:18]([NH:20][C:21](=[O:33])[C:22]4[CH:27]=[CH:26][CH:25]=[C:24]([C:28]([C:31]#[N:32])([CH3:30])[CH3:29])[CH:23]=4)[CH:17]=[CH:16][C:15]=3[CH3:34])=[O:12])=[CH:10][C:5]2=[N:4][CH:3]=1.[C:35](=O)([O-])[O-].[K+].[K+].[Cl-].C[Zn+]. Given the product [C:31]([C:28]([C:24]1[CH:23]=[C:22]([CH:27]=[CH:26][CH:25]=1)[C:21]([NH:20][C:18]1[CH:17]=[CH:16][C:15]([CH3:34])=[C:14]([NH:13][C:11]([C:9]2[S:8][C:6]3=[N:7][C:2]([CH3:35])=[CH:3][N:4]=[C:5]3[CH:10]=2)=[O:12])[CH:19]=1)=[O:33])([CH3:30])[CH3:29])#[N:32], predict the reactants needed to synthesize it. (3) Given the product [CH3:15][C:16]([CH3:39])([CH3:38])[C:17]([O:19][C:20]1[C:25](=[O:26])[N:24]([CH3:27])[C:23]([C:28]2[S:29][CH:30]=[CH:31][C:32]=2[NH:33][CH2:1]/[CH:2]=[CH:3]/[C:4]2[CH:9]=[CH:8][CH:7]=[CH:6][CH:5]=2)=[N:22][C:21]=1[C:34]([O:36][CH3:37])=[O:35])=[O:18], predict the reactants needed to synthesize it. The reactants are: [CH:1](=O)[CH:2]=[CH:3][C:4]1[CH:9]=[CH:8][CH:7]=[CH:6][CH:5]=1.C(O)(=O)C.[CH3:15][C:16]([CH3:39])([CH3:38])[C:17]([O:19][C:20]1[C:25](=[O:26])[N:24]([CH3:27])[C:23]([C:28]2[S:29][CH:30]=[CH:31][C:32]=2[NH2:33])=[N:22][C:21]=1[C:34]([O:36][CH3:37])=[O:35])=[O:18].C(O[BH-](OC(=O)C)OC(=O)C)(=O)C.[Na+].C(=O)([O-])O.[Na+]. (4) Given the product [CH3:17][N:8]([C:4]1[CH:3]=[C:2]([B:25]([OH:28])[OH:26])[CH:7]=[CH:6][CH:5]=1)[C:9]([NH:11][CH2:12][CH2:13][CH2:14][CH2:15][CH3:16])=[O:10], predict the reactants needed to synthesize it. The reactants are: Br[C:2]1[CH:3]=[C:4]([N:8]([CH3:17])[C:9]([NH:11][CH2:12][CH2:13][CH2:14][CH2:15][CH3:16])=[O:10])[CH:5]=[CH:6][CH:7]=1.C[Li].C([Li])(C)(C)C.[B:25](OC)([O:28]C)[O:26]C.